This data is from Merck oncology drug combination screen with 23,052 pairs across 39 cell lines. The task is: Regression. Given two drug SMILES strings and cell line genomic features, predict the synergy score measuring deviation from expected non-interaction effect. (1) Drug 1: O=c1[nH]cc(F)c(=O)[nH]1. Drug 2: CS(=O)(=O)CCNCc1ccc(-c2ccc3ncnc(Nc4ccc(OCc5cccc(F)c5)c(Cl)c4)c3c2)o1. Cell line: OCUBM. Synergy scores: synergy=3.70. (2) Drug 1: CC(C)CC(NC(=O)C(Cc1ccccc1)NC(=O)c1cnccn1)B(O)O. Drug 2: CCc1cnn2c(NCc3ccc[n+]([O-])c3)cc(N3CCCCC3CCO)nc12. Cell line: UWB1289BRCA1. Synergy scores: synergy=-21.9. (3) Drug 1: CCC1=CC2CN(C1)Cc1c([nH]c3ccccc13)C(C(=O)OC)(c1cc3c(cc1OC)N(C)C1C(O)(C(=O)OC)C(OC(C)=O)C4(CC)C=CCN5CCC31C54)C2. Drug 2: Cc1nc(Nc2ncc(C(=O)Nc3c(C)cccc3Cl)s2)cc(N2CCN(CCO)CC2)n1. Cell line: A427. Synergy scores: synergy=39.4. (4) Drug 1: O=C(O)C1(Cc2cccc(Nc3nccs3)n2)CCC(Oc2cccc(Cl)c2F)CC1. Drug 2: C#Cc1cccc(Nc2ncnc3cc(OCCOC)c(OCCOC)cc23)c1. Cell line: NCIH23. Synergy scores: synergy=12.1. (5) Drug 1: COc1cccc2c1C(=O)c1c(O)c3c(c(O)c1C2=O)CC(O)(C(=O)CO)CC3OC1CC(N)C(O)C(C)O1. Drug 2: NC1(c2ccc(-c3nc4ccn5c(=O)[nH]nc5c4cc3-c3ccccc3)cc2)CCC1. Cell line: LOVO. Synergy scores: synergy=22.7.